The task is: Predict which catalyst facilitates the given reaction.. This data is from Catalyst prediction with 721,799 reactions and 888 catalyst types from USPTO. (1) The catalyst class is: 2. Product: [CH3:11][C:12]([CH3:25])([CH2:15][C:16]#[C:17][CH2:18][N:19]1[CH2:24][CH2:23][O:22][CH2:21][CH2:20]1)[CH:13]=[O:14]. Reactant: C(Cl)(=O)C(Cl)=O.CS(C)=O.[CH3:11][C:12]([CH3:25])([CH2:15][C:16]#[C:17][CH2:18][N:19]1[CH2:24][CH2:23][O:22][CH2:21][CH2:20]1)[CH2:13][OH:14].O. (2) Reactant: CC1C=CC(S(O[CH2:12][C@H:13]2[CH2:19][CH2:18][CH2:17][C:16]3[CH:20]=[CH:21][CH:22]=[C:23]([C:24]4[C:29]([Cl:30])=[CH:28][CH:27]=[CH:26][C:25]=4[Cl:31])[C:15]=3[O:14]2)(=O)=O)=CC=1.[N-:32]=[N+:33]=[N-:34].[Na+]. Product: [N:32]([CH2:12][C@@H:13]1[O:14][C:15]2[C:23]([C:24]3[C:29]([Cl:30])=[CH:28][CH:27]=[CH:26][C:25]=3[Cl:31])=[CH:22][CH:21]=[CH:20][C:16]=2[CH2:17][CH2:18][CH2:19]1)=[N+:33]=[N-:34]. The catalyst class is: 16.